This data is from Experimentally validated miRNA-target interactions with 360,000+ pairs, plus equal number of negative samples. The task is: Binary Classification. Given a miRNA mature sequence and a target amino acid sequence, predict their likelihood of interaction. The miRNA is cel-miR-1021 with sequence AAGUGAGAUCAUGUGAAAUCCUCGG. The protein sequence of the target gene is MMVHCAGCERPILDRFLLNVLDRAWHIKCVQCCECKTNLSEKCFSREGKLYCKNDFFRRFGTKCAGCAQGISPSDLVRKARSKVFHLNCFTCMVCNKQLSTGEELYVIDENKFVCKDDYLSSSSLKEGSLNSVSSCTDRSLSPDLQDALQDDPKETDNSTSSDKETANNENEEQNSGTKRRGPRTTIKAKQLETLKAAFAATPKPTRHIREQLAQETGLNMRVIQVWFQNRRSKERRMKQLSALGARRHAFFRSPRRMRPLGGRLDESEMLGSTPYTYYGDYQGDYYAPGSNYDFFAHGP.... Result: 0 (no interaction).